The task is: Binary Classification. Given a drug SMILES string, predict its activity (active/inactive) in a high-throughput screening assay against a specified biological target.. This data is from Cav3 T-type calcium channel HTS with 100,875 compounds. (1) The drug is OC1CCn2c1nc1c(c2=O)cccc1. The result is 0 (inactive). (2) The compound is S(=O)(=O)(N1CCN(CC1)CCCOc1cc(OC)ccc1)c1ccc(NC(=O)C)cc1. The result is 0 (inactive).